Dataset: Full USPTO retrosynthesis dataset with 1.9M reactions from patents (1976-2016). Task: Predict the reactants needed to synthesize the given product. (1) Given the product [CH3:1][O:2][C:3]1[CH:4]=[C:5]([CH3:24])[C:6]([S:10]([N:13]([CH3:14])[CH2:15][C:16]2[O:20][CH:19]=[C:18]([C:21]([N:40]3[CH2:39][CH2:38][N:37]([CH2:43][CH2:44][N:45]4[CH2:46][CH2:47][O:48][CH2:49][CH2:50]4)[CH2:42][CH2:41]3)=[O:23])[CH:17]=2)(=[O:11])=[O:12])=[C:7]([CH3:9])[CH:8]=1, predict the reactants needed to synthesize it. The reactants are: [CH3:1][O:2][C:3]1[CH:8]=[C:7]([CH3:9])[C:6]([S:10]([N:13]([CH2:15][C:16]2[O:20][CH:19]=[C:18]([C:21]([OH:23])=O)[CH:17]=2)[CH3:14])(=[O:12])=[O:11])=[C:5]([CH3:24])[CH:4]=1.C1N=CN(C(N2C=NC=C2)=O)C=1.[N:37]1([CH2:43][CH2:44][N:45]2[CH2:50][CH2:49][O:48][CH2:47][CH2:46]2)[CH2:42][CH2:41][NH:40][CH2:39][CH2:38]1. (2) The reactants are: [Br:1][C:2]1[CH:3]=[CH:4][C:5]([N+:10]([O-:12])=[O:11])=[C:6]([CH2:8][NH2:9])[CH:7]=1.[C:13](OC(=O)C)(=[O:15])[CH3:14].C(OCC)(=O)C. Given the product [Br:1][C:2]1[CH:3]=[CH:4][C:5]([N+:10]([O-:12])=[O:11])=[C:6]([CH:7]=1)[CH2:8][NH:9][C:13](=[O:15])[CH3:14], predict the reactants needed to synthesize it. (3) Given the product [Br:16][C:2]1[CH:10]=[CH:9][C:5]([C:6]([OH:8])=[O:7])=[CH:4][C:3]=1[OH:11], predict the reactants needed to synthesize it. The reactants are: N[C:2]1[CH:10]=[CH:9][C:5]([C:6]([OH:8])=[O:7])=[CH:4][C:3]=1[OH:11].N([O-])=O.[Na+].[BrH:16]. (4) Given the product [CH2:20]([C:15]1[CH:14]=[C:13]2[C:18]([CH2:19][N:11]([C:7]3[CH:6]=[C:5]4[C:10](=[CH:9][CH:8]=3)[N:2]([CH3:1])[CH:3]=[CH:4]4)[C:12]2=[O:24])=[CH:17][CH:16]=1)[CH:21]([CH3:23])[CH3:22], predict the reactants needed to synthesize it. The reactants are: [CH3:1][N:2]1[C:10]2[C:5](=[CH:6][C:7]([N:11]3[CH2:19][C:18]4[C:13](=[CH:14][C:15]([CH:20]=[C:21]([CH3:23])[CH3:22])=[CH:16][CH:17]=4)[C:12]3=[O:24])=[CH:8][CH:9]=2)[CH:4]=[CH:3]1. (5) Given the product [F:23][C:10]([F:9])([F:22])[CH:11]([CH3:21])[O:12][C:13]1[CH:18]=[CH:17][N:16]=[C:15]([C:19]([NH2:20])=[O:2])[CH:14]=1, predict the reactants needed to synthesize it. The reactants are: C(=O)(O)[O-:2].[Na+].Cl.NO.[F:9][C:10]([F:23])([F:22])[CH:11]([CH3:21])[O:12][C:13]1[CH:18]=[CH:17][N:16]=[C:15]([C:19]#[N:20])[CH:14]=1. (6) Given the product [F:29][C:26]1[CH:27]=[CH:28][C:23]([C:21]2[N:22]=[C:15]3[NH:14][C:13]([C:9]4[CH:8]=[C:7]5[C:12](=[CH:11][CH:10]=4)[NH:4][N:5]=[CH:6]5)=[CH:18][C:17](=[O:19])[N:16]3[N:20]=2)=[CH:24][CH:25]=1, predict the reactants needed to synthesize it. The reactants are: C([N:4]1[C:12]2[C:7](=[CH:8][C:9]([C:13]3[NH:14][C:15]4[N:16]([N:20]=[C:21]([C:23]5[CH:28]=[CH:27][C:26]([F:29])=[CH:25][CH:24]=5)[N:22]=4)[C:17](=[O:19])[CH:18]=3)=[CH:10][CH:11]=2)[CH:6]=[N:5]1)(=O)C.C(=O)([O-])[O-].[K+].[K+].